Regression. Given a peptide amino acid sequence and an MHC pseudo amino acid sequence, predict their binding affinity value. This is MHC class I binding data. From a dataset of Peptide-MHC class I binding affinity with 185,985 pairs from IEDB/IMGT. (1) The peptide sequence is HEFVDEFYAY. The MHC is HLA-B44:03 with pseudo-sequence HLA-B44:03. The binding affinity (normalized) is 0.588. (2) The peptide sequence is EMKEAFHGL. The MHC is HLA-B46:01 with pseudo-sequence HLA-B46:01. The binding affinity (normalized) is 0.0847.